This data is from Reaction yield outcomes from USPTO patents with 853,638 reactions. The task is: Predict the reaction yield, written as a fraction of the theoretical maximum amount of product (1.0 means a 100% yield; for example, 0.34 means a 34% yield). The catalyst is C(Cl)Cl. The reactants are [CH3:1][O:2][C:3]1[CH:4]=[C:5]2[C:10](=[CH:11][C:12]=1[O:13][CH3:14])[N:9]=[CH:8][CH:7]=[C:6]2[O:15][C:16]1[C:22]([CH3:23])=[CH:21][C:19]([NH2:20])=[C:18]([CH3:24])[CH:17]=1.C1(C)C=CC=CC=1.C(N(CC)CC)C.ClC(Cl)(O[C:43](=[O:49])[O:44][C:45](Cl)(Cl)Cl)Cl.[F:51][C:52]1[CH:62]=[CH:61][C:55]([O:56][CH2:57][CH2:58]CO)=[CH:54][CH:53]=1. The yield is 0.580. The product is [CH3:1][O:2][C:3]1[CH:4]=[C:5]2[C:10](=[CH:11][C:12]=1[O:13][CH3:14])[N:9]=[CH:8][CH:7]=[C:6]2[O:15][C:16]1[C:22]([CH3:23])=[CH:21][C:19]([NH:20][C:43](=[O:49])[O:44][CH2:45][CH2:58][CH2:57][O:56][C:55]2[CH:61]=[CH:62][C:52]([F:51])=[CH:53][CH:54]=2)=[C:18]([CH3:24])[CH:17]=1.